This data is from Reaction yield outcomes from USPTO patents with 853,638 reactions. The task is: Predict the reaction yield, written as a fraction of the theoretical maximum amount of product (1.0 means a 100% yield; for example, 0.34 means a 34% yield). (1) The reactants are [C:1]1([Mg]Br)[CH:6]=[CH:5][CH:4]=[CH:3][CH:2]=1.[NH:9]1[C:19]2[C:14](=[CH:15][CH:16]=[CH:17][CH:18]=2)[C:12](=[O:13])[C:10]1=[O:11]. The catalyst is C1COCC1. The product is [OH:13][C:12]1([C:14]2[CH:19]=[CH:18][CH:17]=[CH:16][CH:15]=2)[C:6]2[C:1](=[CH:2][CH:3]=[CH:4][CH:5]=2)[NH:9][C:10]1=[O:11]. The yield is 0.770. (2) The catalyst is O1CCCC1. The yield is 0.0800. The reactants are [Cl:1][C:2]1[C:3]([F:46])=[C:4]([C@@H:8]2[C@:12]([C:15]3[CH:20]=[CH:19][C:18]([Cl:21])=[CH:17][C:16]=3[F:22])([C:13]#[N:14])[C@H:11]([CH2:23][C:24]([CH3:27])([CH3:26])[CH3:25])[NH:10][C@H:9]2[C:28]([NH:30][C:31]2[CH:43]=[CH:42][C:34]([C:35]([O:37]CC(O)=O)=[O:36])=[CH:33][C:32]=2[O:44][CH3:45])=[O:29])[CH:5]=[CH:6][CH:7]=1.CN(C(ON1N=NC2C=[CH:59][CH:60]=NC1=2)=[N+](C)C)C.F[P-](F)(F)(F)(F)F.CCN(C(C)C)C(C)C.Cl.[NH2:81][C@@H:82]([CH2:89][CH2:90][CH2:91][CH2:92][NH:93][C:94]([O:96][C:97]([CH3:100])([CH3:99])[CH3:98])=[O:95])[C:83]([O:85][CH2:86][CH:87]=[CH2:88])=[O:84].C(=O)([O-])[O-:102].[Na+].[Na+]. The product is [CH2:86]([O:85][C:83]([C@@H:82]([NH:81][C:59]([CH2:60][O:37][C:35](=[O:36])[C:34]1[CH:42]=[CH:43][C:31]([NH:30][C:28]([C@H:9]2[C@H:8]([C:4]3[CH:5]=[CH:6][CH:7]=[C:2]([Cl:1])[C:3]=3[F:46])[C@:12]([C:15]3[CH:20]=[CH:19][C:18]([Cl:21])=[CH:17][C:16]=3[F:22])([C:13]#[N:14])[C@H:11]([CH2:23][C:24]([CH3:25])([CH3:26])[CH3:27])[NH:10]2)=[O:29])=[C:32]([O:44][CH3:45])[CH:33]=1)=[O:102])[CH2:89][CH2:90][CH2:91][CH2:92][NH:93][C:94]([O:96][C:97]([CH3:100])([CH3:99])[CH3:98])=[O:95])=[O:84])[CH:87]=[CH2:88]. (3) The reactants are [CH3:1][O:2][C:3]1[CH:11]=[C:10]2[C:6]([CH2:7][CH2:8][NH:9]2)=[CH:5][CH:4]=1.O=[CH:13][C:14]1[CH:22]=[CH:21][C:18]([O:19][CH3:20])=[C:16]([OH:17])[CH:15]=1.C(O[BH-](OC(=O)C)OC(=O)C)(=O)C.[Na+]. The catalyst is ClCCl. The product is [CH3:20][O:19][C:18]1[CH:21]=[CH:22][C:14]([CH2:13][N:9]2[C:10]3[C:6](=[CH:5][CH:4]=[C:3]([O:2][CH3:1])[CH:11]=3)[CH2:7][CH2:8]2)=[CH:15][C:16]=1[OH:17]. The yield is 0.520. (4) The reactants are COC(C1C=C(O)C2C(=C(OC)C=C(Br)C=2)N=1)=O.C[O:20][C:21]([C:23]1[CH:32]=[C:31]([OH:33])[C:30]2[C:25](=[C:26]([O:35]C)[CH:27]=[C:28]([I:34])[CH:29]=2)[N:24]=1)=[O:22]. No catalyst specified. The product is [OH:33][C:31]1[C:30]2[C:25](=[C:26]([OH:35])[CH:27]=[C:28]([I:34])[CH:29]=2)[N:24]=[C:23]([C:21]([OH:22])=[O:20])[CH:32]=1. The yield is 0.540. (5) The reactants are [CH3:1][C:2]([CH3:19])([CH2:17][CH3:18])[C@H:3]([OH:16])[CH2:4][C:5]1[O:6][C:7]([C:10]2[CH:15]=[CH:14][CH:13]=[CH:12][CH:11]=2)=[N:8][N:9]=1.[N:20]([C@@H:23]([CH2:28][CH2:29][CH2:30][CH3:31])[C:24]([O:26][CH3:27])=[O:25])=[C:21]=[O:22]. The catalyst is C1(C)C=CC=CC=1. The product is [CH3:1][C:2]([CH3:19])([CH2:17][CH3:18])[C@H:3]([O:16][C:21]([NH:20][C@@H:23]([CH2:28][CH2:29][CH2:30][CH3:31])[C:24]([O:26][CH3:27])=[O:25])=[O:22])[CH2:4][C:5]1[O:6][C:7]([C:10]2[CH:15]=[CH:14][CH:13]=[CH:12][CH:11]=2)=[N:8][N:9]=1. The yield is 0.770. (6) The reactants are [F:1][C:2]([F:31])([F:30])[C:3]([CH3:29])([CH3:28])[CH2:4][N:5]1[CH2:10][CH2:9][CH:8]([CH2:11][O:12][C:13]2[N:18]=[CH:17][C:16]([C:19]3[CH:27]=[CH:26][C:22]([C:23]([OH:25])=O)=[CH:21][CH:20]=3)=[CH:15][CH:14]=2)[CH2:7][CH2:6]1.[NH:32]1[CH2:39][CH2:38][CH2:37][C@H:33]1[C:34]([NH2:36])=[O:35].C(Cl)CCl.C1C=CC2N(O)N=NC=2C=1.CCN(C(C)C)C(C)C. The catalyst is CN(C=O)C.O. The product is [F:30][C:2]([F:31])([F:1])[C:3]([CH3:29])([CH3:28])[CH2:4][N:5]1[CH2:10][CH2:9][CH:8]([CH2:11][O:12][C:13]2[N:18]=[CH:17][C:16]([C:19]3[CH:20]=[CH:21][C:22]([C:23]([N:32]4[CH2:39][CH2:38][CH2:37][C@H:33]4[C:34]([NH2:36])=[O:35])=[O:25])=[CH:26][CH:27]=3)=[CH:15][CH:14]=2)[CH2:7][CH2:6]1. The yield is 0.410.